Dataset: Forward reaction prediction with 1.9M reactions from USPTO patents (1976-2016). Task: Predict the product of the given reaction. (1) Given the reactants [Cl:1][C:2]1[C:3]([N:8]([CH2:33][O:34][CH2:35][CH2:36][O:37][CH3:38])[S:9]([C:12]2[C:20]3[C:15](=[N:16][CH:17]=[CH:18][CH:19]=3)[S:14][C:13]=2[CH:21](O)[C:22]2[CH:27]=[C:26]3[O:28][CH2:29][O:30][C:25]3=[CH:24][C:23]=2[CH3:31])(=[O:11])=[O:10])=[N:4][O:5][C:6]=1[CH3:7].C([SiH](CC)CC)C.B(F)(F)F.CCOCC, predict the reaction product. The product is: [Cl:1][C:2]1[C:3]([N:8]([CH2:33][O:34][CH2:35][CH2:36][O:37][CH3:38])[S:9]([C:12]2[C:20]3[C:15](=[N:16][CH:17]=[CH:18][CH:19]=3)[S:14][C:13]=2[CH2:21][C:22]2[CH:27]=[C:26]3[O:28][CH2:29][O:30][C:25]3=[CH:24][C:23]=2[CH3:31])(=[O:11])=[O:10])=[N:4][O:5][C:6]=1[CH3:7]. (2) Given the reactants [Br:1][C:2]1[C:7]([F:8])=[CH:6][C:5]([NH:9]C(=O)C(F)(F)F)=[C:4]([N+:16]([O-:18])=[O:17])[CH:3]=1.CO.C([O-])([O-])=O.[K+].[K+], predict the reaction product. The product is: [Br:1][C:2]1[C:7]([F:8])=[CH:6][C:5]([NH2:9])=[C:4]([N+:16]([O-:18])=[O:17])[CH:3]=1. (3) Given the reactants [NH2:1][N:2]1[CH:6]=[CH:5][C:4]([Cl:7])=[C:3]1[C:8]([NH2:10])=[O:9].N1CC[C@H]1C(O)=O.[C:18]([O:22][C:23]([N:25]1[CH2:29][CH2:28][CH2:27][C@H:26]1C(O)=O)=[O:24])([CH3:21])([CH3:20])[CH3:19].C([O-])([O-])=O.[Cs+].[Cs+].Br[CH2:40][CH:41]([F:43])[F:42], predict the reaction product. The product is: [Cl:7][C:4]1[CH:5]=[CH:6][N:2]2[C:3]=1[C:8](=[O:9])[N:10]([CH2:40][CH:41]([F:43])[F:42])[C:26]([C@@H:27]1[CH2:28][CH2:29][N:25]1[C:23]([O:22][C:18]([CH3:19])([CH3:20])[CH3:21])=[O:24])=[N:1]2. (4) Given the reactants [C:1]([C:3]1[CH:4]=[C:5]([NH:9][C:10]2[C:11]3[CH:19]=[C:18](F)[N:17]=[CH:16][C:12]=3[N:13]=[CH:14][N:15]=2)[CH:6]=[CH:7][CH:8]=1)#[CH:2].[CH3:21][O:22][C:23]1[CH:30]=[CH:29][C:26]([CH2:27][NH2:28])=[CH:25][CH:24]=1, predict the reaction product. The product is: [C:1]([C:3]1[CH:4]=[C:5]([NH:9][C:10]2[C:11]3[CH:19]=[C:18]([NH:28][CH2:27][C:26]4[CH:29]=[CH:30][C:23]([O:22][CH3:21])=[CH:24][CH:25]=4)[N:17]=[CH:16][C:12]=3[N:13]=[CH:14][N:15]=2)[CH:6]=[CH:7][CH:8]=1)#[CH:2]. (5) Given the reactants [F:1][C:2]([F:7])([F:6])[C:3]([OH:5])=[O:4].[F:8][C:9]([F:14])([F:13])[C:10]([OH:12])=[O:11].FC(F)(F)C(O)=O.[Cl:22][C:23]1[CH:24]=[N:25][C:26]2[NH:27][C:28]3[CH:29]=[N:30][CH:31]=[C:32]([CH:54]=3)[CH2:33][CH2:34][C:35]3[CH:43]=[C:39]([NH:40][C:41]=1[N:42]=2)[CH:38]=[CH:37][C:36]=3[NH:44][C:45](=[O:53])[CH2:46][CH:47]1[CH2:52][CH2:51][NH:50][CH2:49][CH2:48]1.[CH3:55][C:56]1[C:60]([S:61](Cl)(=[O:63])=[O:62])=[C:59]([CH3:65])[O:58][N:57]=1, predict the reaction product. The product is: [F:1][C:2]([F:7])([F:6])[C:3]([OH:5])=[O:4].[F:8][C:9]([F:14])([F:13])[C:10]([OH:12])=[O:11].[Cl:22][C:23]1[CH:24]=[N:25][C:26]2[NH:27][C:28]3[CH:29]=[N:30][CH:31]=[C:32]([CH:54]=3)[CH2:33][CH2:34][C:35]3[CH:43]=[C:39]([NH:40][C:41]=1[N:42]=2)[CH:38]=[CH:37][C:36]=3[NH:44][C:45](=[O:53])[CH2:46][CH:47]1[CH2:52][CH2:51][N:50]([S:61]([C:60]2[C:56]([CH3:55])=[N:57][O:58][C:59]=2[CH3:65])(=[O:63])=[O:62])[CH2:49][CH2:48]1.